From a dataset of NCI-60 drug combinations with 297,098 pairs across 59 cell lines. Regression. Given two drug SMILES strings and cell line genomic features, predict the synergy score measuring deviation from expected non-interaction effect. Drug 1: CC1=C(C(=CC=C1)Cl)NC(=O)C2=CN=C(S2)NC3=CC(=NC(=N3)C)N4CCN(CC4)CCO. Drug 2: C1=NNC2=C1C(=O)NC=N2. Cell line: NCI-H460. Synergy scores: CSS=7.73, Synergy_ZIP=-3.26, Synergy_Bliss=0.446, Synergy_Loewe=-1.57, Synergy_HSA=0.726.